From a dataset of Forward reaction prediction with 1.9M reactions from USPTO patents (1976-2016). Predict the product of the given reaction. (1) Given the reactants Cl[C:2]1[CH:7]=[CH:6][N:5]=[C:4]([O:8][CH3:9])[C:3]=1[C:10]#[N:11].BrBr.BrC1C=CN=C(OC)C=1C#N.[I:25]I, predict the reaction product. The product is: [I:25][C:2]1[CH:7]=[CH:6][N:5]=[C:4]([O:8][CH3:9])[C:3]=1[C:10]#[N:11]. (2) Given the reactants Cl[C:2]1[N:7]=[CH:6][C:5]([C:8]2[CH:17]=[C:16]3[C:11]([CH2:12][CH2:13][N:14]([C:18]4[CH:23]=[C:22]([N:24]5[CH2:29][CH2:28][N:27]([CH3:30])[CH2:26][CH2:25]5)[N:21]=[C:20]([NH2:31])[N:19]=4)[CH2:15]3)=[CH:10][CH:9]=2)=[CH:4][C:3]=1[F:32].[CH3:33][N:34](C)CCN(C)C.CC1(C)C2C=CC=C(P(C3C=CC=CC=3)C3C=CC=CC=3)C=2OC2C1=CC=CC=2P(C1C=CC=CC=1)C1C=CC=CC=1, predict the reaction product. The product is: [NH2:31][C:20]1[N:19]=[C:18]([N:14]2[CH2:13][CH2:12][C:11]3[C:16](=[CH:17][C:8]([C:5]4[CH:4]=[C:3]([F:32])[C:2]([C:33]#[N:34])=[N:7][CH:6]=4)=[CH:9][CH:10]=3)[CH2:15]2)[CH:23]=[C:22]([N:24]2[CH2:25][CH2:26][N:27]([CH3:30])[CH2:28][CH2:29]2)[N:21]=1.